This data is from Catalyst prediction with 721,799 reactions and 888 catalyst types from USPTO. The task is: Predict which catalyst facilitates the given reaction. Reactant: [F:8][C:7]([F:10])([F:9])[C:6](O[C:6](=[O:11])[C:7]([F:10])([F:9])[F:8])=[O:11].[Br:14][C:15]1[C:16]([NH2:23])=[N:17][C:18]([S:21][CH3:22])=[CH:19][N:20]=1.C(N(CC)CC)C. Product: [Br:14][C:15]1[C:16]([NH:23][C:6](=[O:11])[C:7]([F:8])([F:9])[F:10])=[N:17][C:18]([S:21][CH3:22])=[CH:19][N:20]=1. The catalyst class is: 7.